Dataset: Full USPTO retrosynthesis dataset with 1.9M reactions from patents (1976-2016). Task: Predict the reactants needed to synthesize the given product. (1) The reactants are: C([O:3][C:4]([C:6]1(C(OCC)=O)[CH:10]([CH3:11])[CH2:9][CH2:8][NH:7]1)=[O:5])C.CC1(C)CCNC1C(O)=O.C(C1(C(OCC)=O)C(C)(C)CCN1)(OCC)=O. Given the product [CH3:11][C@@H:10]1[CH2:9][CH2:8][NH:7][C@H:6]1[C:4]([OH:5])=[O:3], predict the reactants needed to synthesize it. (2) Given the product [CH3:12][O:11][N:10]([C:3](=[O:4])[C:5]([O:6][CH2:22][CH3:23])=[O:24])[CH3:9], predict the reactants needed to synthesize it. The reactants are: CC[C:3]([C:5](Cl)=[O:6])=[O:4].Cl.[CH3:9][NH:10][O:11][CH3:12].C(Cl)(Cl)Cl.C(N([CH2:22][CH3:23])CC)C.[O:24]1CCCC1. (3) Given the product [Cl:1][C:2]1[C:11]2[C:6](=[CH:7][C:8]([O:13][CH3:14])=[C:9]([O:12][CH2:24][CH2:23][CH2:22][N:19]3[CH2:20][CH2:21][N:16]([CH3:15])[CH2:17][CH2:18]3)[CH:10]=2)[N:5]=[CH:4][N:3]=1, predict the reactants needed to synthesize it. The reactants are: [Cl:1][C:2]1[C:11]2[C:6](=[CH:7][C:8]([O:13][CH3:14])=[C:9]([OH:12])[CH:10]=2)[N:5]=[CH:4][N:3]=1.[CH3:15][N:16]1[CH2:21][CH2:20][N:19]([CH2:22][CH2:23][CH2:24]O)[CH2:18][CH2:17]1. (4) Given the product [CH3:28][C@:25]12[CH2:26][CH2:27][NH:2][C:3](=[O:32])[CH2:4][C@@H:5]1[C:6](=[O:30])[O:7][C:8]1[C@@H:9]3[CH2:10][CH2:11][C@H:12]([C@@H:13]([CH2:14][CH2:15][CH2:16][CH:17]([CH3:18])[CH3:19])[CH3:20])[C@@:21]3([CH3:29])[CH2:22][CH2:23][C:24]=12, predict the reactants needed to synthesize it. The reactants are: O[N:2]=[C:3]1[CH2:27][CH2:26][C@@:25]2([CH3:28])[CH:5]([C:6](=[O:30])[O:7][C:8]3[C@H:9]4[C@:21]([CH3:29])([CH2:22][CH2:23][C:24]=32)[C@@H:12]([C@@H:13]([CH3:20])[CH2:14][CH2:15][CH2:16][CH:17]([CH3:19])[CH3:18])[CH2:11][CH2:10]4)[CH2:4]1.S(Cl)(Cl)=[O:32].C(=O)(O)[O-].[Na+]. (5) Given the product [CH3:17][C:18]1[C:19]([O:24][CH2:2][C:3]2[CH:8]=[CH:7][C:6]([C:9]3[CH:13]=[C:12]([C:14]([NH2:16])=[O:15])[O:11][N:10]=3)=[CH:5][CH:4]=2)=[N:20][CH:21]=[CH:22][CH:23]=1, predict the reactants needed to synthesize it. The reactants are: Br[CH2:2][C:3]1[CH:8]=[CH:7][C:6]([C:9]2[CH:13]=[C:12]([C:14]([NH2:16])=[O:15])[O:11][N:10]=2)=[CH:5][CH:4]=1.[CH3:17][C:18]1[C:19](=[O:24])[NH:20][CH:21]=[CH:22][CH:23]=1.C([O-])([O-])=O.[K+].[K+]. (6) Given the product [F:22][C:23]1[C:31]([F:32])=[CH:30][CH:29]=[CH:28][C:24]=1[C:25]([NH:1][C:2]1[CH:3]=[C:4]2[C:20](=[O:21])[NH:19][N:18]=[CH:17][C:6]3=[C:7]([C:11]4[CH:12]=[CH:13][CH:14]=[CH:15][CH:16]=4)[NH:8][C:9]([CH:10]=1)=[C:5]23)=[O:26], predict the reactants needed to synthesize it. The reactants are: [NH2:1][C:2]1[CH:3]=[C:4]2[C:20](=[O:21])[NH:19][N:18]=[CH:17][C:6]3=[C:7]([C:11]4[CH:16]=[CH:15][CH:14]=[CH:13][CH:12]=4)[NH:8][C:9]([CH:10]=1)=[C:5]23.[F:22][C:23]1[C:31]([F:32])=[CH:30][CH:29]=[CH:28][C:24]=1[C:25](O)=[O:26].C(N(CC)CC)C.F[P-](F)(F)(F)(F)F.N1(OC(N(C)C)=[N+](C)C)C2N=CC=CC=2N=N1. (7) Given the product [F:19][C:2]([F:1])([CH3:18])[CH2:3][O:4][C:5]1[C:6]([CH3:17])=[CH:7][C:8]([CH:11]=[O:12])=[N:9][CH:10]=1, predict the reactants needed to synthesize it. The reactants are: [F:1][C:2]([F:19])([CH3:18])[CH2:3][O:4][C:5]1[C:6]([CH3:17])=[CH:7][C:8]([C:11](N(OC)C)=[O:12])=[N:9][CH:10]=1.[H-].[Al+3].[Li+].[H-].[H-].[H-]. (8) Given the product [CH3:1][C:2]1[CH:3]=[C:4]([CH:7]=[CH:8][C:9]=1[CH3:10])/[CH:5]=[C:15]1\[N:14]=[C:11]([CH3:12])[O:18][C:16]\1=[O:17], predict the reactants needed to synthesize it. The reactants are: [CH3:1][C:2]1[CH:3]=[C:4]([CH:7]=[CH:8][C:9]=1[CH3:10])[CH:5]=O.[C:11]([NH:14][CH2:15][C:16]([OH:18])=[O:17])(=O)[CH3:12].C([O-])(=O)C.[Na+]. (9) The reactants are: [Br:1]Br.[CH2:3]([O:10][CH2:11][CH2:12][C:13]1[C:14]([Cl:20])=[N:15][CH:16]=[N:17][C:18]=1[CH3:19])[C:4]1[CH:9]=[CH:8][CH:7]=[CH:6][CH:5]=1.[CH3:21][C:22]([OH:24])=[O:23]. Given the product [CH2:3]([O:10][CH2:11][CH2:12][C:13]1[C:18]([CH2:19][Br:1])=[N:17][CH:16]=[N:15][C:14]=1[Cl:20])[C:4]1[CH:5]=[CH:6][CH:7]=[CH:8][CH:9]=1.[Br:1][CH2:19][C:18]1[C:13]([CH2:12][CH2:11][O:23][C:22](=[O:24])[CH3:21])=[C:14]([Cl:20])[N:15]=[CH:16][N:17]=1, predict the reactants needed to synthesize it.